Dataset: Catalyst prediction with 721,799 reactions and 888 catalyst types from USPTO. Task: Predict which catalyst facilitates the given reaction. Reactant: [CH3:1][O:2][C:3](=[O:32])[C:4]1[CH:9]=[C:8](N)[CH:7]=[C:6]([N:11]2[C:15]([CH3:16])=[CH:14][CH:13]=[C:12]2[C:17]2[CH:22]=[C:21]([Br:23])[CH:20]=[CH:19][C:18]=2[O:24][CH2:25][C:26]2[CH:31]=[CH:30][CH:29]=[CH:28][CH:27]=2)[CH:5]=1.C(=O)([O-])[O-].[K+].[K+].C(I)C.C[N:43]1C(=O)C[CH2:45][CH2:44]1. Product: [CH3:1][O:2][C:3](=[O:32])[C:4]1[CH:9]=[CH:8][CH:7]=[C:6]([N:11]2[C:15]([CH3:16])=[CH:14][CH:13]=[C:12]2[C:17]2[CH:22]=[C:21]([Br:23])[CH:20]=[CH:19][C:18]=2[O:24][CH2:25][C:26]2[CH:27]=[CH:28][CH:29]=[CH:30][CH:31]=2)[C:5]=1[NH:43][CH2:44][CH3:45]. The catalyst class is: 28.